From a dataset of Reaction yield outcomes from USPTO patents with 853,638 reactions. Predict the reaction yield, written as a fraction of the theoretical maximum amount of product (1.0 means a 100% yield; for example, 0.34 means a 34% yield). The reactants are CN(CCN(C)C)C.[Li+].CC([N-]C(C)C)C.[Br:17][C:18]1[CH:19]=[N:20][CH:21]=[CH:22][CH:23]=1.CN([CH:27]=[O:28])C. The catalyst is CCOCC. The product is [Br:17][C:18]1[CH:19]=[N:20][CH:21]=[CH:22][C:23]=1[CH:27]=[O:28]. The yield is 0.510.